Dataset: Forward reaction prediction with 1.9M reactions from USPTO patents (1976-2016). Task: Predict the product of the given reaction. (1) Given the reactants C(N(C(C)C)CC)(C)C.[NH2:10][C:11]1[CH:12]=[C:13]([N:25]([CH2:29][CH3:30])[C:26](=[O:28])[CH3:27])[CH:14]=[CH:15][C:16]=1[NH:17][CH2:18][CH:19]1[CH2:24][CH2:23][O:22][CH2:21][CH2:20]1.[OH:31][C:32]([CH3:37])([CH3:36])[C:33](O)=O.CN(C(ON1N=NC2C=CC=NC1=2)=[N+](C)C)C.F[P-](F)(F)(F)(F)F, predict the reaction product. The product is: [CH2:29]([N:25]([C:13]1[CH:14]=[CH:15][C:16]2[N:17]([CH2:18][CH:19]3[CH2:20][CH2:21][O:22][CH2:23][CH2:24]3)[C:33]([C:32]([OH:31])([CH3:37])[CH3:36])=[N:10][C:11]=2[CH:12]=1)[C:26](=[O:28])[CH3:27])[CH3:30]. (2) Given the reactants [OH:1][CH2:2][CH2:3][C:4]1[CH:9]=[CH:8][C:7]([O:10][C:11](=[O:20])[N:12]([CH3:19])[C:13]2[CH:18]=[CH:17][CH:16]=[CH:15][CH:14]=2)=[CH:6][CH:5]=1.O[C:22]1[CH:27]=[CH:26][CH:25]=[CH:24][N:23]=1.O=C1C=CC=CN1CC1C=CC(OC(=O)N(C)C2C=CC=CC=2)=CC=1, predict the reaction product. The product is: [N:23]1[CH:24]=[CH:25][CH:26]=[CH:27][C:22]=1[O:1][CH2:2][CH2:3][C:4]1[CH:5]=[CH:6][C:7]([O:10][C:11](=[O:20])[N:12]([CH3:19])[C:13]2[CH:14]=[CH:15][CH:16]=[CH:17][CH:18]=2)=[CH:8][CH:9]=1. (3) Given the reactants COC12CCC(/[CH:11]=[CH:12]/[C:13]([O:15][CH3:16])=[O:14])(CC1)CC2.COC12CCC(CO)(CC1)CC2.[F:29][C:30]1[CH:31]=[C:32]([CH:46]=[C:47]([F:49])[CH:48]=1)[C:33]([O:35][C:36]12[CH2:43][CH2:42][C:39](CO)([CH2:40][CH2:41]1)[CH2:38][CH2:37]2)=[O:34], predict the reaction product. The product is: [F:49][C:47]1[CH:46]=[C:32]([CH:31]=[C:30]([F:29])[CH:48]=1)[C:33]([O:35][C:36]12[CH2:41][CH2:40][C:39](/[CH:11]=[CH:12]/[C:13]([O:15][CH3:16])=[O:14])([CH2:42][CH2:43]1)[CH2:38][CH2:37]2)=[O:34]. (4) Given the reactants [Cl:1][C:2]1[CH:7]=[CH:6][C:5]([CH2:8][CH2:9][C:10]([NH:12][CH2:13][CH:14]2[CH2:41][CH2:40][C:17]3[N:18](C(C4C=CC=CC=4)(C4C=CC=CC=4)C4C=CC=CC=4)[CH:19]=[N:20][C:16]=3[CH2:15]2)=[O:11])=[CH:4][CH:3]=1.ClC1C=CC(CCC(NCC2CCC3N=CN(C(C4C=CC=CC=4)(C4C=CC=CC=4)C4C=CC=CC=4)C=3C2)=O)=CC=1, predict the reaction product. The product is: [Cl:1][C:2]1[CH:3]=[CH:4][C:5]([CH2:8][CH2:9][C:10]([NH:12][CH2:13][CH:14]2[CH2:41][CH2:40][C:17]3[NH:18][CH:19]=[N:20][C:16]=3[CH2:15]2)=[O:11])=[CH:6][CH:7]=1.